From a dataset of Reaction yield outcomes from USPTO patents with 853,638 reactions. Predict the reaction yield, written as a fraction of the theoretical maximum amount of product (1.0 means a 100% yield; for example, 0.34 means a 34% yield). (1) The reactants are [F:1][C:2]1[CH:7]=[CH:6][C:5]([C:8]2[C:16]3[C:11](=[CH:12][CH:13]=[C:14]([CH:17]([OH:25])[CH2:18][C:19]4[CH:24]=[CH:23][CH:22]=[CH:21][CH:20]=4)[CH:15]=3)[N:10]([CH:26]3[CH2:31][CH2:30][CH2:29][CH2:28][O:27]3)[N:9]=2)=[CH:4][CH:3]=1.[Cr](Cl)([O-])(=O)=O.[NH+]1C=CC=CC=1. The catalyst is ClCCl. The product is [F:1][C:2]1[CH:7]=[CH:6][C:5]([C:8]2[C:16]3[C:11](=[CH:12][CH:13]=[C:14]([C:17](=[O:25])[CH2:18][C:19]4[CH:24]=[CH:23][CH:22]=[CH:21][CH:20]=4)[CH:15]=3)[N:10]([CH:26]3[CH2:31][CH2:30][CH2:29][CH2:28][O:27]3)[N:9]=2)=[CH:4][CH:3]=1. The yield is 0.510. (2) The reactants are C(OC([N:8]1[CH2:13][CH2:12][CH:11]([NH:14][C:15]2[N:20]=[CH:19][C:18]([O:21][S:22]([CH3:25])(=[O:24])=[O:23])=[CH:17][N:16]=2)[CH2:10][CH2:9]1)=O)(C)(C)C.Cl.O1CCOCC1.C(=O)([O-])[O-].[K+].[K+]. The catalyst is C(O)C. The product is [NH:8]1[CH2:9][CH2:10][CH:11]([NH:14][C:15]2[N:16]=[CH:17][C:18]([O:21][S:22]([CH3:25])(=[O:23])=[O:24])=[CH:19][N:20]=2)[CH2:12][CH2:13]1. The yield is 0.990. (3) The reactants are COC(=O)[CH2:4][C:5]1([CH2:10][CH3:11])[O:9][CH2:8][CH2:7][O:6]1.C(=O)([O-])[O-:14].[K+].[K+].O1CCCC1. The catalyst is O. The product is [CH2:10]([C:5]1([CH2:4][OH:14])[O:6][CH2:7][CH2:8][O:9]1)[CH3:11]. The yield is 0.715. (4) The reactants are [Si]([O:8][C@@H:9]([CH2:20][O:21][C:22]1[CH:27]=[CH:26][C:25]([Cl:28])=[C:24]([C:29]2[N:34]=[C:33]([N:35]3[CH2:43][C:42]4[CH:41]=[N:40][C:39]([CH:44]5[CH2:46][CH2:45]5)=[N:38][C:37]=4[CH2:36]3)[C:32]([CH3:47])=[C:31]([C:48]3[C:49]([CH3:54])=[N:50][O:51][C:52]=3[CH3:53])[N:30]=2)[CH:23]=1)[CH2:10][N:11](C)[C:12](=O)OC(C)(C)C)(C(C)(C)C)(C)C.C(O)(C(F)(F)F)=O. No catalyst specified. The product is [Cl:28][C:25]1[CH:26]=[CH:27][C:22]([O:21][CH2:20][C@H:9]([OH:8])[CH2:10][NH:11][CH3:12])=[CH:23][C:24]=1[C:29]1[N:34]=[C:33]([N:35]2[CH2:43][C:42]3[CH:41]=[N:40][C:39]([CH:44]4[CH2:45][CH2:46]4)=[N:38][C:37]=3[CH2:36]2)[C:32]([CH3:47])=[C:31]([C:48]2[C:49]([CH3:54])=[N:50][O:51][C:52]=2[CH3:53])[N:30]=1. The yield is 0.380.